Dataset: Reaction yield outcomes from USPTO patents with 853,638 reactions. Task: Predict the reaction yield, written as a fraction of the theoretical maximum amount of product (1.0 means a 100% yield; for example, 0.34 means a 34% yield). (1) The reactants are [C:1]([O:4][CH:5]1[O:22][C@@H:21]([CH3:23])[C@H:16]([O:17][C:18](=[O:20])[CH3:19])[C@@H:11]([O:12][C:13](=[O:15])[CH3:14])[C@H:6]1[O:7][C:8](=[O:10])[CH3:9])(=O)[CH3:2].Cl[CH2:25]Cl.B(F)(F)F.CCOCC.C(=O)([O-])[O-].[K+].[K+]. No catalyst specified. The product is [C:8]([O:7][C@@H:6]1[C@H:11]([O:12][C:13](=[O:15])[CH3:14])[C@@H:16]([O:17][C:18](=[O:20])[CH3:19])[C@H:21]([CH3:23])[O:22][C@H:5]1[O:4][CH2:1][C:2]#[CH:25])(=[O:10])[CH3:9]. The yield is 0.790. (2) The reactants are [CH3:1][O:2][C:3]1[CH:8]=[CH:7][C:6]([SH:9])=[CH:5][CH:4]=1.C([O-])([O-])=O.[K+].[K+].Cl[CH2:17][C:18](=O)[CH3:19]. The catalyst is CC(C)=O.ClC1C=CC=CC=1. The product is [CH3:1][O:2][C:3]1[CH:4]=[CH:5][C:6]2[S:9][CH:17]=[C:18]([CH3:19])[C:7]=2[CH:8]=1. The yield is 0.270. (3) The reactants are [F:1][C:2]1[CH:3]=[C:4]2[NH:10][C:9](=O)O[C:6](=[O:7])[C:5]2=[CH:12][C:13]=1[I:14].C(O)(=O)C.C(N)=[NH:20]. The catalyst is CN(C)C=O. The product is [OH:7][C:6]1[C:5]2[C:4](=[CH:3][C:2]([F:1])=[C:13]([I:14])[CH:12]=2)[N:10]=[CH:9][N:20]=1. The yield is 0.910. (4) The reactants are [CH2:1]1[C:13]2[NH:12][C:11]3[C:6](=[CH:7][C:8]([NH2:14])=[CH:9][CH:10]=3)[C:5]=2[CH2:4][CH2:3][CH2:2]1.[O:15]1[C:19]2[CH:20]=[CH:21][C:22]([C:24]3([C:27](O)=[O:28])[CH2:26][CH2:25]3)=[CH:23][C:18]=2[O:17][CH2:16]1.C(N(C(C)C)CC)(C)C.F[P-](F)(F)(F)(F)F.N1(OC(N(C)C)=[N+](C)C)C2N=CC=CC=2N=N1. The catalyst is C(#N)C. The product is [O:15]1[C:19]2[CH:20]=[CH:21][C:22]([C:24]3([C:27]([NH:14][C:8]4[CH:7]=[C:6]5[C:11](=[CH:10][CH:9]=4)[NH:12][C:13]4[CH2:1][CH2:2][CH2:3][CH2:4][C:5]5=4)=[O:28])[CH2:25][CH2:26]3)=[CH:23][C:18]=2[O:17][CH2:16]1. The yield is 0.700. (5) The reactants are [Br:1][C:2]1[CH:10]=[C:9]2[C:5]([CH2:6][C:7]3([CH2:16][CH2:15][CH:14]([OH:17])[CH2:13][CH2:12]3)[C:8]2=[O:11])=[CH:4][CH:3]=1.[CH3:18][C:19]1C(N)=NC2(C3C(=CC=C(N)C=3)OCC2)N=1.C(I)C.CC([O-])(C)C.[K+]. The catalyst is CC1OCCC1.[Cl-].[Na+].O.O. The product is [Br:1][C:2]1[CH:10]=[C:9]2[C:5]([CH2:6][C:7]3([CH2:16][CH2:15][CH:14]([O:17][CH2:18][CH3:19])[CH2:13][CH2:12]3)[C:8]2=[O:11])=[CH:4][CH:3]=1. The yield is 0.360. (6) The reactants are [Br:1][C:2]1[C:3]([F:12])=[C:4]2[C:10]([NH2:11])=[CH:9][NH:8][C:5]2=[N:6][CH:7]=1.[CH3:13][O:14][CH2:15][CH2:16][C:17](O)=[O:18].C(N(CC)CC)C.C1N(P(Cl)(N2C(=O)OCC2)=O)C(=O)OC1.O[Li].O. The catalyst is C(Cl)Cl.O. The product is [Br:1][C:2]1[C:3]([F:12])=[C:4]2[C:10]([NH:11][C:17](=[O:18])[CH2:16][CH2:15][O:14][CH3:13])=[CH:9][NH:8][C:5]2=[N:6][CH:7]=1. The yield is 0.420. (7) The reactants are [N:1]1[C:10]2[C:5](=[CH:6][CH:7]=[CH:8][CH:9]=2)[C:4](B(O)O)=[CH:3][CH:2]=1.Br[C:15]1[CH:16]=[N:17][N:18]2[CH:23]=[C:22]([C:24]3[CH:29]=[CH:28][C:27]([N:30]4[CH2:35][C@@H:34]5[CH2:36][C@H:31]4[CH2:32][N:33]5[C:37]([O:39][C:40]([CH3:43])([CH3:42])[CH3:41])=[O:38])=[CH:26][CH:25]=3)[CH:21]=[N:20][C:19]=12. No catalyst specified. The product is [N:1]1[C:10]2[C:5](=[CH:6][CH:7]=[CH:8][CH:9]=2)[C:4]([C:15]2[CH:16]=[N:17][N:18]3[CH:23]=[C:22]([C:24]4[CH:25]=[CH:26][C:27]([N:30]5[CH2:35][C@@H:34]6[CH2:36][C@H:31]5[CH2:32][N:33]6[C:37]([O:39][C:40]([CH3:43])([CH3:42])[CH3:41])=[O:38])=[CH:28][CH:29]=4)[CH:21]=[N:20][C:19]=23)=[CH:3][CH:2]=1. The yield is 0.810. (8) The reactants are [F:1][C:2]1[C:3]([NH:17][C:18](=O)[CH3:19])=[N:4][C:5]([O:8][CH2:9][C:10]2[CH:15]=[CH:14][C:13]([F:16])=[CH:12][CH:11]=2)=[N:6][CH:7]=1.COC1C=CC(P2(SP(C3C=CC(OC)=CC=3)(=S)S2)=[S:30])=CC=1. The catalyst is ClCCCl. The product is [F:1][C:2]1[C:3]([NH:17][C:18](=[S:30])[CH3:19])=[N:4][C:5]([O:8][CH2:9][C:10]2[CH:15]=[CH:14][C:13]([F:16])=[CH:12][CH:11]=2)=[N:6][CH:7]=1. The yield is 0.0400. (9) The reactants are C([NH:4][C:5]1[C:6]([N+:16]([O-:18])=[O:17])=[CH:7][C:8]([CH3:15])=[C:9]([CH:14]=1)[C:10]([O:12][CH3:13])=[O:11])(=O)C. The catalyst is Cl.CO. The product is [NH2:4][C:5]1[C:6]([N+:16]([O-:18])=[O:17])=[CH:7][C:8]([CH3:15])=[C:9]([CH:14]=1)[C:10]([O:12][CH3:13])=[O:11]. The yield is 0.880.